Dataset: Full USPTO retrosynthesis dataset with 1.9M reactions from patents (1976-2016). Task: Predict the reactants needed to synthesize the given product. (1) Given the product [Cl:22][C:23]1[CH:24]=[CH:25][C:26]([C@@H:29]2[C@:31]3([C:39]4[C:34](=[CH:35][CH:36]=[CH:37][CH:38]=4)[N:33]([CH2:19][C:15]4[CH:14]=[C:13]([CH:18]=[CH:17][CH:16]=4)[C:12]([NH:9][CH2:8][CH2:7][N:4]4[CH2:5][CH2:6][O:1][CH2:2][CH2:3]4)=[O:21])[C:32]3=[O:40])[CH2:30]2)=[CH:27][CH:28]=1, predict the reactants needed to synthesize it. The reactants are: [O:1]1[CH2:6][CH2:5][N:4]([CH2:7][CH2:8][NH2:9])[CH2:3][CH2:2]1.CO[C:12](=[O:21])[C:13]1[CH:18]=[CH:17][CH:16]=[C:15]([CH2:19]Br)[CH:14]=1.[Cl:22][C:23]1[CH:28]=[CH:27][C:26]([C@@H:29]2[C@:31]3([C:39]4[C:34](=[CH:35][CH:36]=[CH:37][CH:38]=4)[NH:33][C:32]3=[O:40])[CH2:30]2)=[CH:25][CH:24]=1. (2) Given the product [CH3:40][N:38]1[C:6]([CH:5]([C:9]2[CH:14]=[CH:13][C:12]([O:15][CH2:16][CH:17]3[CH2:22][CH2:21][CH2:20][C:19]4([CH2:27][CH2:26][CH2:25][CH2:24][CH2:23]4)[CH2:18]3)=[CH:11][CH:10]=2)[CH2:4][C:3]([OH:2])=[O:28])=[N:45][N:44]=[N:43]1, predict the reactants needed to synthesize it. The reactants are: C[O:2][C:3](=[O:28])[CH2:4][CH:5]([C:9]1[CH:14]=[CH:13][C:12]([O:15][CH2:16][CH:17]2[CH2:22][CH2:21][CH2:20][C:19]3([CH2:27][CH2:26][CH2:25][CH2:24][CH2:23]3)[CH2:18]2)=[CH:11][CH:10]=1)[C:6](O)=O.Cl.C(N=C=NCCC[N:38]([CH3:40])C)C.O.O[N:43]1C2C=CC=CC=2[N:45]=[N:44]1.CN.